From a dataset of Full USPTO retrosynthesis dataset with 1.9M reactions from patents (1976-2016). Predict the reactants needed to synthesize the given product. (1) The reactants are: [CH2:1]([C:3]1[C:4]([O:11][CH3:12])=[CH:5][C:6]([CH2:9][OH:10])=[N:7][CH:8]=1)[CH3:2].C(Cl)(Cl)Cl. Given the product [CH2:1]([C:3]1[C:4]([O:11][CH3:12])=[CH:5][C:6]([CH:9]=[O:10])=[N:7][CH:8]=1)[CH3:2], predict the reactants needed to synthesize it. (2) Given the product [CH2:11]([N:5]1[C:6]2[C:33](=[CH:28][CH:29]=[CH:30][CH:2]=2)[CH:34]=[C:35]([CH3:26])[CH2:4]1)[CH2:12][CH2:13][CH2:14][CH2:15][CH2:16][CH2:17][CH2:18][CH2:19][CH2:20][CH2:21][CH3:22].[Br-:10].[Cl:1][C:2]1[NH:3][CH:4]=[NH+:5][C:6]=1[Cl:7], predict the reactants needed to synthesize it. The reactants are: [Cl:1][C:2]1[N:3]=[CH:4][NH:5][C:6]=1[Cl:7].[OH-].[K+].[Br:10][CH2:11][CH2:12][CH2:13][CH2:14][CH2:15][CH2:16][CH2:17][CH2:18][CH2:19][CH2:20][CH2:21][CH3:22].Cl.ClC[C:26]1[CH:35]=[CH:34][C:33]2[C:28](=[CH:29][CH:30]=CC=2)N=1.